Dataset: Full USPTO retrosynthesis dataset with 1.9M reactions from patents (1976-2016). Task: Predict the reactants needed to synthesize the given product. (1) The reactants are: [Br:1][C:2]1[CH:3]=[CH:4][C:5]([Cl:14])=[C:6]([CH:13]=1)[C:7]([NH:9][CH:10]1[CH2:12][CH2:11]1)=O.B. Given the product [Br:1][C:2]1[CH:3]=[CH:4][C:5]([Cl:14])=[C:6]([CH:13]=1)[CH2:7][NH:9][CH:10]1[CH2:11][CH2:12]1, predict the reactants needed to synthesize it. (2) Given the product [CH3:17][N:18]([CH2:7][CH:6]([CH2:12][C:13]([CH3:15])=[CH2:14])[C:3](=[O:5])[CH3:4])[CH3:19], predict the reactants needed to synthesize it. The reactants are: [OH-].[K+].[C:3]([CH:6]([CH2:12][C:13]([CH3:15])=[CH2:14])[C:7](OCC)=O)(=[O:5])[CH3:4].Cl.[CH3:17][NH:18][CH3:19].C=O.Cl. (3) Given the product [C:10]([C:7]1[CH:8]=[CH:9][C:4]2[CH:3]=[C:2]([CH:20]([OH:21])[C:22]3[C:30]([O:31][CH3:32])=[CH:29][C:28]([CH3:33])=[C:27]4[C:23]=3[CH:24]=[CH:25][N:26]4[C:34]([O:36][C:37]([CH3:39])([CH3:38])[CH3:40])=[O:35])[O:1][C:5]=2[CH:6]=1)#[N:11], predict the reactants needed to synthesize it. The reactants are: [O:1]1[C:5]2[CH:6]=[C:7]([C:10]#[N:11])[CH:8]=[CH:9][C:4]=2[CH:3]=[CH:2]1.[Li+].CC([N-]C(C)C)C.[CH:20]([C:22]1[C:30]([O:31][CH3:32])=[CH:29][C:28]([CH3:33])=[C:27]2[C:23]=1[CH:24]=[CH:25][N:26]2[C:34]([O:36][C:37]([CH3:40])([CH3:39])[CH3:38])=[O:35])=[O:21]. (4) Given the product [Br:1][C:2]1[CH:7]=[C:6]([C:23]2[CH:28]=[CH:27][C:26]([F:29])=[CH:25][C:24]=2[F:30])[CH:5]=[C:4]([C:9]([CH3:12])([CH3:11])[CH3:10])[C:3]=1[O:13][CH3:14], predict the reactants needed to synthesize it. The reactants are: [Br:1][C:2]1[CH:7]=[C:6](I)[CH:5]=[C:4]([C:9]([CH3:12])([CH3:11])[CH3:10])[C:3]=1[O:13][CH3:14].CC1(C)C(C)(C)OB([C:23]2[CH:28]=[CH:27][C:26]([F:29])=[CH:25][C:24]=2[F:30])O1. (5) Given the product [Cl:1][C:7](=[N:10][OH:12])[C:6]([O:5][CH2:3][CH3:4])=[O:9], predict the reactants needed to synthesize it. The reactants are: [ClH:1].Cl.[CH2:3]([O:5][C:6](=[O:9])[CH2:7]N)[CH3:4].[N:10]([O-:12])=O.[Na+]. (6) Given the product [CH2:26]([O:18][C:8]1[C:7]2[C:12](=[C:3]([O:2][CH3:1])[CH:4]=[CH:5][CH:6]=2)[CH:11]=[C:10]([C:13]([O:15][CH2:16][CH3:17])=[O:14])[CH:9]=1)[CH3:27], predict the reactants needed to synthesize it. The reactants are: [CH3:1][O:2][C:3]1[CH:4]=[CH:5][CH:6]=[C:7]2[C:12]=1[CH:11]=[C:10]([C:13]([O:15][CH2:16][CH3:17])=[O:14])[CH:9]=[C:8]2[OH:18].C([O-])([O-])=O.[Cs+].[Cs+].I[CH2:26][CH3:27].CN(C=O)C. (7) The reactants are: [C:1]([C:5]1[CH:10]=[CH:9][C:8]([S:11]([NH:14][C:15]2[CH:16]=[C:17]3[C:21](=[CH:22][CH:23]=2)[NH:20][C:19]([C:24](O)=[O:25])=[C:18]3[C:27]2[CH:32]=[CH:31][CH:30]=[C:29]([F:33])[CH:28]=2)(=[O:13])=[O:12])=[CH:7][CH:6]=1)([CH3:4])([CH3:3])[CH3:2].[NH2:34][CH:35]1[CH2:40][CH2:39][O:38][CH2:37][CH2:36]1. Given the product [O:38]1[CH2:39][CH2:40][CH:35]([NH:34][C:24]([C:19]2[NH:20][C:21]3[C:17]([C:18]=2[C:27]2[CH:32]=[CH:31][CH:30]=[C:29]([F:33])[CH:28]=2)=[CH:16][C:15]([NH:14][S:11]([C:8]2[CH:7]=[CH:6][C:5]([C:1]([CH3:2])([CH3:4])[CH3:3])=[CH:10][CH:9]=2)(=[O:13])=[O:12])=[CH:23][CH:22]=3)=[O:25])[CH2:36][CH2:37]1, predict the reactants needed to synthesize it.